This data is from Reaction yield outcomes from USPTO patents with 853,638 reactions. The task is: Predict the reaction yield, written as a fraction of the theoretical maximum amount of product (1.0 means a 100% yield; for example, 0.34 means a 34% yield). (1) The reactants are CCN(C(C)C)C(C)C.[C:10](Cl)(=[O:14])[CH:11]([CH3:13])[CH3:12].Cl.[NH2:17][CH2:18][C:19]1[CH:24]=[CH:23][C:22]([C:25]([N:27]2[CH2:36][C:35]3[CH:34]=[N:33][N:32]([CH3:37])[C:31]=3[NH:30][C:29]3[CH:38]=[C:39]([Cl:42])[CH:40]=[CH:41][C:28]2=3)=[O:26])=[CH:21][C:20]=1[F:43].C1C(N=NC2C(=O)N(C3C=CC(S([O-])(=O)=O)=CC=3)N=C2C([O-])=O)=CC=C(S([O-])(=O)=O)C=1.[Na+].[Na+].[Na+]. The catalyst is ClCCl. The product is [Cl:42][C:39]1[CH:40]=[CH:41][C:28]2[N:27]([C:25]([C:22]3[CH:23]=[CH:24][C:19]([CH2:18][NH:17][C:10](=[O:14])[CH:11]([CH3:13])[CH3:12])=[C:20]([F:43])[CH:21]=3)=[O:26])[CH2:36][C:35]3[CH:34]=[N:33][N:32]([CH3:37])[C:31]=3[NH:30][C:29]=2[CH:38]=1. The yield is 0.710. (2) The reactants are [CH3:1][O:2][C:3]([C:5]1[CH:13]=[CH:12][C:8]([C:9]([OH:11])=O)=[C:7]([N+:14]([O-:16])=[O:15])[CH:6]=1)=[O:4].[NH2:17][C:18]1[CH:23]=[CH:22][C:21]([Cl:24])=[CH:20][N:19]=1. No catalyst specified. The product is [Cl:24][C:21]1[CH:22]=[CH:23][C:18]([NH:17][C:9](=[O:11])[C:8]2[CH:12]=[CH:13][C:5]([C:3]([O:2][CH3:1])=[O:4])=[CH:6][C:7]=2[N+:14]([O-:16])=[O:15])=[N:19][CH:20]=1. The yield is 0.740. (3) The reactants are [OH:1][C:2]1[CH:25]=[CH:24][C:5]2[N:6]=[C:7]([C:9]3[CH:14]=[CH:13][C:12]([C:15]([N:17]4[CH2:22][CH2:21][CH:20]([CH3:23])[CH2:19][CH2:18]4)=[O:16])=[CH:11][CH:10]=3)[S:8][C:4]=2[CH:3]=1.C1N2CN3CN(C2)CN1C3.FC(F)(F)[C:38](O)=[O:39].C([O-])(O)=O.[Na+]. The catalyst is O. The product is [OH:1][C:2]1[CH:25]=[CH:24][C:5]2[N:6]=[C:7]([C:9]3[CH:14]=[CH:13][C:12]([C:15]([N:17]4[CH2:22][CH2:21][CH:20]([CH3:23])[CH2:19][CH2:18]4)=[O:16])=[CH:11][CH:10]=3)[S:8][C:4]=2[C:3]=1[CH:38]=[O:39]. The yield is 0.260. (4) The reactants are C(OCC)(=O)C.[N+:7]([C:10]1[CH:20]=[CH:19][CH:18]=[CH:17][C:11]=1[O:12][CH2:13][CH2:14][C:15]#[N:16])([O-])=O.[H][H]. The catalyst is [Pd]. The product is [NH2:7][C:10]1[CH:20]=[CH:19][CH:18]=[CH:17][C:11]=1[O:12][CH2:13][CH2:14][C:15]#[N:16]. The yield is 0.980. (5) The reactants are Br[C:2]1[CH:7]=[CH:6][C:5]([C:8]([NH:11][C:12](=[O:18])[O:13][C:14]([CH3:17])([CH3:16])[CH3:15])([CH3:10])[CH3:9])=[CH:4][CH:3]=1.B1(B2OC(C)(C)C(C)(C)O2)OC(C)(C)C(C)(C)O1.Br[C:38]1[C:39]2[C:40]3[CH:53]=[CH:52][S:51][C:41]=3[C:42](=[O:50])[NH:43][C:44]=2[CH:45]=[CH:46][C:47]=1[O:48][CH3:49]. No catalyst specified. The product is [CH3:49][O:48][C:47]1[CH:46]=[CH:45][C:44]2[NH:43][C:42](=[O:50])[C:41]3[S:51][CH:52]=[CH:53][C:40]=3[C:39]=2[C:38]=1[C:2]1[CH:7]=[CH:6][C:5]([C:8]([NH:11][C:12](=[O:18])[O:13][C:14]([CH3:17])([CH3:16])[CH3:15])([CH3:10])[CH3:9])=[CH:4][CH:3]=1. The yield is 0.470. (6) The reactants are [CH2:1]([O:3][C:4]1[CH:5]=[C:6]([CH:14]2[C:19]([C:20]3[CH:25]=[CH:24][CH:23]=[CH:22][CH:21]=3)=[C:18]([C:26]3[CH:31]=[CH:30][CH:29]=[CH:28][CH:27]=3)[NH:17][C:16](=S)[NH:15]2)[CH:7]=[C:8]([N+:11]([O-:13])=[O:12])[C:9]=1[OH:10])[CH3:2].C1C=C(Cl)C=C(C(OO)=O)C=1.[CH3:44][NH2:45].[O-]S([O-])=O.[Na+].[Na+].Cl. The catalyst is C(O)C. The product is [CH2:1]([O:3][C:4]1[CH:5]=[C:6]([CH:14]2[C:19]([C:20]3[CH:25]=[CH:24][CH:23]=[CH:22][CH:21]=3)=[C:18]([C:26]3[CH:31]=[CH:30][CH:29]=[CH:28][CH:27]=3)[NH:17]/[C:16](=[N:45]\[CH3:44])/[NH:15]2)[CH:7]=[C:8]([N+:11]([O-:13])=[O:12])[C:9]=1[OH:10])[CH3:2]. The yield is 0.0670.